This data is from Forward reaction prediction with 1.9M reactions from USPTO patents (1976-2016). The task is: Predict the product of the given reaction. (1) The product is: [F:1][C:2]1[CH:7]=[C:6]([I:8])[CH:5]=[CH:4][C:3]=1[NH:9][C:10]1[N:15]([CH3:16])[C:14](=[O:17])[C:13]2[C:18]([CH3:21])=[CH:19][O:20][C:12]=2[C:11]=1[C:22]([NH:24][O:25][CH2:26][CH2:27][OH:28])=[O:23]. Given the reactants [F:1][C:2]1[CH:7]=[C:6]([I:8])[CH:5]=[CH:4][C:3]=1[NH:9][C:10]1[N:15]([CH3:16])[C:14](=[O:17])[C:13]2[C:18]([CH3:21])=[CH:19][O:20][C:12]=2[C:11]=1[C:22]([NH:24][O:25][CH2:26][CH2:27][O:28]C=C)=[O:23].Cl.C([O-])(O)=O.[Na+], predict the reaction product. (2) Given the reactants [CH3:1][C:2]1([CH3:23])[NH:7][C:6](=[O:8])[C:5]2[S:9][C:10]([N:12]3[C:17]4[CH:18]=[C:19]([OH:22])[CH:20]=[CH:21][C:16]=4[O:15][CH2:14][CH2:13]3)=[N:11][C:4]=2[CH2:3]1.[Cl:24][C:25]1[CH:30]=[C:29](Cl)[N:28]=[C:27]([CH3:32])[N:26]=1.CC(C)([O-])C.[Na+], predict the reaction product. The product is: [Cl:24][C:25]1[N:26]=[C:27]([CH3:32])[N:28]=[C:29]([O:22][C:19]2[CH:20]=[CH:21][C:16]3[O:15][CH2:14][CH2:13][N:12]([C:10]4[S:9][C:5]5[C:6](=[O:8])[NH:7][C:2]([CH3:23])([CH3:1])[CH2:3][C:4]=5[N:11]=4)[C:17]=3[CH:18]=2)[CH:30]=1. (3) Given the reactants [CH3:1][CH:2]([CH3:27])[CH2:3][C:4]([N:6]1[CH2:11][CH2:10][C@H:9]2[CH2:12][C@@H:13]([C:22]([O:24][CH2:25][CH3:26])=[O:23])[N:14](C(OC(C)(C)C)=O)[C@H:8]2[CH2:7]1)=[O:5].C(O)(C(F)(F)F)=O.CCOC(C)=O.C(O)(C(F)(F)F)=O.C(Cl)Cl, predict the reaction product. The product is: [CH3:1][CH:2]([CH3:27])[CH2:3][C:4]([N:6]1[CH2:11][CH2:10][C@H:9]2[CH2:12][C@@H:13]([C:22]([O:24][CH2:25][CH3:26])=[O:23])[NH:14][C@H:8]2[CH2:7]1)=[O:5]. (4) Given the reactants C[O:2][C:3]1[CH:8]=[CH:7][C:6]([N:9]2[CH2:14][CH2:13][CH:12]([N:15]([CH3:34])[C:16]([N:18]3[CH:22]=[C:21]([C:23]4[CH:28]=[CH:27][CH:26]=[C:25]([NH:29][S:30]([CH3:33])(=[O:32])=[O:31])[CH:24]=4)[N:20]=[CH:19]3)=[O:17])[CH2:11][CH2:10]2)=[CH:5][CH:4]=1.B(Br)(Br)Br, predict the reaction product. The product is: [OH:2][C:3]1[CH:4]=[CH:5][C:6]([N:9]2[CH2:10][CH2:11][CH:12]([N:15]([CH3:34])[C:16]([N:18]3[CH:22]=[C:21]([C:23]4[CH:28]=[CH:27][CH:26]=[C:25]([NH:29][S:30]([CH3:33])(=[O:32])=[O:31])[CH:24]=4)[N:20]=[CH:19]3)=[O:17])[CH2:13][CH2:14]2)=[CH:7][CH:8]=1. (5) Given the reactants P(Cl)(Cl)(Cl)=[O:2].[CH3:6][N:7]1[C:12]2[C:13]([CH3:16])=[CH:14][NH:15][C:11]=2[C:10](=[O:17])[N:9]([CH3:18])[C:8]1=[O:19], predict the reaction product. The product is: [CH3:6][N:7]1[C:12]2[C:13]([CH:16]=[O:2])=[CH:14][NH:15][C:11]=2[C:10](=[O:17])[N:9]([CH3:18])[C:8]1=[O:19]. (6) Given the reactants [CH:1]1([C:4]([NH:6][C:7]2[N:8]=[C:9]3[CH:14]=[CH:13][C:12]([S:15][C:16]4[CH:24]=[CH:23][CH:22]=[CH:21][C:17]=4[C:18](O)=[O:19])=[N:11][N:10]3[CH:25]=2)=[O:5])[CH2:3][CH2:2]1.[CH2:26]([NH2:33])[C:27]1[CH:32]=[CH:31][CH:30]=[CH:29][CH:28]=1.F[P-](F)(F)(F)(F)F.N1(OC(N(C)C)=[N+](C)C)C2N=CC=CC=2N=N1.C(N(CC)C(C)C)(C)C, predict the reaction product. The product is: [CH2:26]([NH:33][C:18](=[O:19])[C:17]1[CH:21]=[CH:22][CH:23]=[CH:24][C:16]=1[S:15][C:12]1[CH:13]=[CH:14][C:9]2[N:10]([CH:25]=[C:7]([NH:6][C:4]([CH:1]3[CH2:2][CH2:3]3)=[O:5])[N:8]=2)[N:11]=1)[C:27]1[CH:32]=[CH:31][CH:30]=[CH:29][CH:28]=1. (7) The product is: [NH2:19][C:18]1[N:17]=[CH:16][C:15]2[C:20]([C:23]3[CH2:24][CH2:25][N:26]([CH2:29][C:30]#[N:31])[CH2:27][CH:28]=3)=[CH:21][O:22][C:14]=2[C:13]=1[O:12][C@@H:10]([C:3]1[C:4]([Cl:9])=[CH:5][CH:6]=[C:7]([F:8])[C:2]=1[Cl:1])[CH3:11]. Given the reactants [Cl:1][C:2]1[C:7]([F:8])=[CH:6][CH:5]=[C:4]([Cl:9])[C:3]=1[C@H:10]([O:12][C:13]1[C:14]2[O:22][CH:21]=[C:20]([C:23]3[CH2:24][CH2:25][NH:26][CH2:27][CH:28]=3)[C:15]=2[CH:16]=[N:17][C:18]=1[NH2:19])[CH3:11].[CH3:29][CH2:30][N:31](C(C)C)C(C)C.CN(C=O)C.BrCC#N.N, predict the reaction product.